This data is from Full USPTO retrosynthesis dataset with 1.9M reactions from patents (1976-2016). The task is: Predict the reactants needed to synthesize the given product. (1) Given the product [CH2:34]([NH:36][C:2]1[C:26]([N+:27]([O-:29])=[O:28])=[CH:25][C:5]([C:6]([N:8]([CH:22]([CH3:24])[CH3:23])[C@@H:9]2[CH2:14][CH2:13][CH2:12][N:11]([C:15]([O:17][C:18]([CH3:21])([CH3:20])[CH3:19])=[O:16])[CH2:10]2)=[O:7])=[C:4]([C:30]([F:33])([F:32])[F:31])[CH:3]=1)[CH3:35], predict the reactants needed to synthesize it. The reactants are: Cl[C:2]1[C:26]([N+:27]([O-:29])=[O:28])=[CH:25][C:5]([C:6]([N:8]([CH:22]([CH3:24])[CH3:23])[C@@H:9]2[CH2:14][CH2:13][CH2:12][N:11]([C:15]([O:17][C:18]([CH3:21])([CH3:20])[CH3:19])=[O:16])[CH2:10]2)=[O:7])=[C:4]([C:30]([F:33])([F:32])[F:31])[CH:3]=1.[CH2:34]([NH2:36])[CH3:35]. (2) Given the product [C:30]([C:23]1[CH:24]=[C:25]([N:28]2[C:6]([C:2]3[O:1][CH:5]=[CH:4][CH:3]=3)=[CH:7][C:8]([C:9]([O:11][CH2:12][CH3:13])=[O:10])=[N:29]2)[CH:26]=[CH:27][C:22]=1[F:21])#[N:31], predict the reactants needed to synthesize it. The reactants are: [O:1]1[CH:5]=[CH:4][CH:3]=[C:2]1[C:6](=O)[CH2:7][C:8](=O)[C:9]([O:11][CH2:12][CH3:13])=[O:10].[Sn](Cl)(Cl)(Cl)Cl.[F:21][C:22]1[CH:27]=[CH:26][C:25]([NH:28][NH2:29])=[CH:24][C:23]=1[C:30]#[N:31]. (3) Given the product [I:18][C:19]1[C:27]2[C:22](=[CH:23][CH:24]=[C:25]([NH:28][C:7](=[O:9])[CH:6]([N:1]3[CH2:2][CH2:3][CH2:4][CH2:5]3)[C:10]3[CH:15]=[CH:14][CH:13]=[CH:12][C:11]=3[CH3:16])[CH:26]=2)[NH:21][N:20]=1, predict the reactants needed to synthesize it. The reactants are: [N:1]1([CH:6]([C:10]2[CH:15]=[CH:14][CH:13]=[CH:12][C:11]=2[CH3:16])[C:7]([OH:9])=O)[CH2:5][CH2:4][CH2:3][CH2:2]1.Cl.[I:18][C:19]1[C:27]2[C:22](=[CH:23][CH:24]=[C:25]([NH2:28])[CH:26]=2)[NH:21][N:20]=1.CN(C(ON1N=NC2C=CC=CC1=2)=[N+](C)C)C.[B-](F)(F)(F)F.CCN(C(C)C)C(C)C. (4) Given the product [CH3:14][CH:15]([S:17]([N:1]1[CH2:6][CH2:5][NH:4][CH2:3][CH2:2]1)(=[O:19])=[O:18])[CH3:16], predict the reactants needed to synthesize it. The reactants are: [NH:1]1[CH2:6][CH2:5][NH:4][CH2:3][CH2:2]1.C(N(CC)CC)C.[CH3:14][CH:15]([S:17](Cl)(=[O:19])=[O:18])[CH3:16]. (5) Given the product [Cl:1][C:2]1[CH:3]=[CH:4][CH:5]=[C:6]2[C:10]=1[N:9]([CH:11]([C:12]1[CH:13]=[CH:14][CH:15]=[CH:16][CH:17]=1)[C:18]1[CH:23]=[CH:22][CH:21]=[CH:20][CH:19]=1)[C:8](=[O:24])[CH:7]2[C:25]1[C:26]([OH:34])=[CH:27][C:28]2[O:32][CH2:31][CH2:30][C:29]=2[CH:33]=1, predict the reactants needed to synthesize it. The reactants are: [Cl:1][C:2]1[CH:3]=[CH:4][CH:5]=[C:6]2[C:10]=1[N:9]([CH:11]([C:18]1[CH:23]=[CH:22][CH:21]=[CH:20][CH:19]=1)[C:12]1[CH:17]=[CH:16][CH:15]=[CH:14][CH:13]=1)[C:8](=[O:24])[C:7]2(O)[C:25]1[C:26]([OH:34])=[CH:27][C:28]2[O:32][CH2:31][CH2:30][C:29]=2[CH:33]=1.ClC1C=CC=C2C=1C(O)(C1C(O)=CC3OCCC=3C=1)C(=O)N2C(C1C=CC=CC=1)C1C=CC=CC=1. (6) Given the product [C:10]1([CH2:9][C@H:8]([NH:16][C:17]([O:19][C:20]([CH3:23])([CH3:22])[CH3:21])=[O:18])[C:7](=[O:24])[CH2:6][CH2:5][C:4]([OH:25])=[O:3])[CH:15]=[CH:14][CH:13]=[CH:12][CH:11]=1, predict the reactants needed to synthesize it. The reactants are: C([O:3][C:4](=[O:25])[CH2:5][CH2:6][C:7](=[O:24])[C@@H:8]([NH:16][C:17]([O:19][C:20]([CH3:23])([CH3:22])[CH3:21])=[O:18])[CH2:9][C:10]1[CH:15]=[CH:14][CH:13]=[CH:12][CH:11]=1)C.[Li+].[OH-].C(O)(=O)C. (7) Given the product [CH3:1][O:2][C:3]1[CH:4]=[C:5]2[C:9](=[CH:10][CH:11]=1)[NH:8][C:7]([C:12]1[C:13]([CH3:19])=[N:14][N:15]([CH3:18])[C:16]=1[CH3:17])=[C:6]2/[CH:20]=[C:33]1\[O:34][C:30]2[CH:29]=[CH:28][C:27]([NH:26][C:24]([NH:23][CH3:22])=[O:25])=[CH:36][C:31]=2[C:32]\1=[O:35], predict the reactants needed to synthesize it. The reactants are: [CH3:1][O:2][C:3]1[CH:4]=[C:5]2[C:9](=[CH:10][CH:11]=1)[NH:8][C:7]([C:12]1[C:13]([CH3:19])=[N:14][N:15]([CH3:18])[C:16]=1[CH3:17])=[C:6]2[CH:20]=O.[CH3:22][NH:23][C:24]([NH:26][C:27]1[CH:28]=[CH:29][C:30]2[O:34][CH2:33][C:32](=[O:35])[C:31]=2[CH:36]=1)=[O:25].CCOC(C)=O.